Dataset: NCI-60 drug combinations with 297,098 pairs across 59 cell lines. Task: Regression. Given two drug SMILES strings and cell line genomic features, predict the synergy score measuring deviation from expected non-interaction effect. (1) Drug 1: C1=NC2=C(N=C(N=C2N1C3C(C(C(O3)CO)O)F)Cl)N. Drug 2: CS(=O)(=O)CCNCC1=CC=C(O1)C2=CC3=C(C=C2)N=CN=C3NC4=CC(=C(C=C4)OCC5=CC(=CC=C5)F)Cl. Cell line: OVCAR-5. Synergy scores: CSS=3.27, Synergy_ZIP=-3.44, Synergy_Bliss=-4.82, Synergy_Loewe=-4.70, Synergy_HSA=-4.52. (2) Drug 1: CC1=C(C=C(C=C1)NC2=NC=CC(=N2)N(C)C3=CC4=NN(C(=C4C=C3)C)C)S(=O)(=O)N.Cl. Drug 2: CC12CCC3C(C1CCC2OP(=O)(O)O)CCC4=C3C=CC(=C4)OC(=O)N(CCCl)CCCl.[Na+]. Cell line: CCRF-CEM. Synergy scores: CSS=1.06, Synergy_ZIP=1.48, Synergy_Bliss=-0.806, Synergy_Loewe=-1.50, Synergy_HSA=-0.866.